From a dataset of Reaction yield outcomes from USPTO patents with 853,638 reactions. Predict the reaction yield, written as a fraction of the theoretical maximum amount of product (1.0 means a 100% yield; for example, 0.34 means a 34% yield). The reactants are [CH3:1]C1(C)CCCC(C)(C)N1.[Li]C(CC)C.[C:16]([O:20][C:21]([N:23]([C:31]1[C:36]([F:37])=[CH:35][CH:34]=[C:33]([Br:38])[C:32]=1[CH3:39])[C:24](=[O:30])[O:25][C:26]([CH3:29])([CH3:28])[CH3:27])=[O:22])([CH3:19])([CH3:18])[CH3:17].IC.[NH4+].[Cl-]. The catalyst is C1COCC1. The product is [C:16]([O:20][C:21]([N:23]([C:31]1[C:36]([F:37])=[C:35]([CH3:1])[CH:34]=[C:33]([Br:38])[C:32]=1[CH3:39])[C:24](=[O:30])[O:25][C:26]([CH3:29])([CH3:28])[CH3:27])=[O:22])([CH3:17])([CH3:18])[CH3:19]. The yield is 0.850.